Dataset: Reaction yield outcomes from USPTO patents with 853,638 reactions. Task: Predict the reaction yield, written as a fraction of the theoretical maximum amount of product (1.0 means a 100% yield; for example, 0.34 means a 34% yield). (1) The catalyst is C(Cl)Cl. The product is [C:1]([O:4][CH2:5][C@H:6]1[CH2:11][C@@H:10]([O:12][C:13](=[O:15])[CH3:14])[CH2:9][CH2:8][C@@:7]1([C@H:17]1[CH2:25][CH2:24][C@@:23]2([CH3:26])[C@@H:19]([CH2:20][CH2:21][C@:22]2([C:28]2[O:29][CH:30]=[CH:31][CH:32]=2)[OH:27])[C@@H:18]1[CH2:33][N:40]=[N+:41]=[N-:42])[CH3:16])(=[O:3])[CH3:2]. The yield is 0.900. The reactants are [C:1]([O:4][CH2:5][C@H:6]1[CH2:11][C@@H:10]([O:12][C:13](=[O:15])[CH3:14])[CH2:9][CH2:8][C@@:7]1([C@H:17]1[CH2:25][CH2:24][C@@:23]2([CH3:26])[C@@H:19]([CH2:20][CH2:21][C@:22]2([C:28]2[O:29][CH:30]=[CH:31][CH:32]=2)[OH:27])[C@@H:18]1[CH2:33]O)[CH3:16])(=[O:3])[CH3:2].CS(Cl)(=O)=O.[N-:40]=[N+:41]=[N-:42].[Na+]. (2) The reactants are [N+:1]([O-:4])([OH:3])=O.S(=O)(=O)(O)O.[F:10][S:11]([F:24])([F:23])([F:22])([F:21])[C:12]1[CH:13]=[C:14]([N+:18]([O-:20])=[O:19])[CH:15]=[CH:16][CH:17]=1. No catalyst specified. The product is [N+:1]([C:16]1[CH:17]=[C:12]([S:11]([F:21])([F:22])([F:23])([F:24])[F:10])[CH:13]=[C:14]([N+:18]([O-:20])=[O:19])[CH:15]=1)([O-:4])=[O:3]. The yield is 0.330.